Dataset: Forward reaction prediction with 1.9M reactions from USPTO patents (1976-2016). Task: Predict the product of the given reaction. (1) Given the reactants C(P1(=O)OP(CCC)(=O)OP(CCC)(=O)O1)CC.C(OCC)(=O)C.[CH3:25][C:26]1[N:27]=[N:28][N:29]([CH2:31][C:32]2[CH:37]=[C:36]([C:38]([F:41])([F:40])[F:39])[CH:35]=[CH:34][C:33]=2/[CH:42]=[CH:43]/[C:44]([OH:46])=O)[N:30]=1.[CH3:47][C:48]1[O:49][C:50]([CH:53]2[CH2:58][CH2:57][NH:56][CH2:55][CH2:54]2)=[N:51][N:52]=1.C(=O)(O)[O-].[Na+], predict the reaction product. The product is: [CH3:47][C:48]1[O:49][C:50]([CH:53]2[CH2:58][CH2:57][N:56]([C:44](=[O:46])/[CH:43]=[CH:42]/[C:33]3[CH:34]=[CH:35][C:36]([C:38]([F:39])([F:40])[F:41])=[CH:37][C:32]=3[CH2:31][N:29]3[N:28]=[N:27][C:26]([CH3:25])=[N:30]3)[CH2:55][CH2:54]2)=[N:51][N:52]=1. (2) Given the reactants [F:1][C:2]1[C:31]([F:32])=[CH:30][CH:29]=[CH:28][C:3]=1[CH2:4][NH:5][C:6]1[C:11]([C:12]([NH2:14])=[O:13])=[CH:10][N:9]=[C:8]([NH:15][C:16]2[CH:21]=[CH:20][C:19]([CH:22]3[CH2:27][CH2:26][NH:25][CH2:24][CH2:23]3)=[CH:18][CH:17]=2)[CH:7]=1.O.[CH3:34][N:35]1[CH2:42][CH2:41][CH2:40][C@H:36]1[C:37](O)=[O:38].CCN(C(C)C)C(C)C.F[P-](F)(F)(F)(F)F.N1(O[P+](N(C)C)(N(C)C)N(C)C)C2C=CC=CC=2N=N1, predict the reaction product. The product is: [F:1][C:2]1[C:31]([F:32])=[CH:30][CH:29]=[CH:28][C:3]=1[CH2:4][NH:5][C:6]1[C:11]([C:12]([NH2:14])=[O:13])=[CH:10][N:9]=[C:8]([NH:15][C:16]2[CH:17]=[CH:18][C:19]([CH:22]3[CH2:23][CH2:24][N:25]([C:37]([C@@H:36]4[CH2:40][CH2:41][CH2:42][N:35]4[CH3:34])=[O:38])[CH2:26][CH2:27]3)=[CH:20][CH:21]=2)[CH:7]=1.